Dataset: Reaction yield outcomes from USPTO patents with 853,638 reactions. Task: Predict the reaction yield, written as a fraction of the theoretical maximum amount of product (1.0 means a 100% yield; for example, 0.34 means a 34% yield). (1) The reactants are [CH3:1][O:2][C:3]1[CH:4]=[C:5]2[C:10](=[CH:11][CH:12]=1)[N:9]=[CH:8][CH:7]=[CH:6]2.[OH:13]O.[OH-].[NH4+]. The catalyst is C(O)(=O)C. The product is [CH3:1][O:2][C:3]1[CH:4]=[C:5]2[C:10](=[CH:11][CH:12]=1)[N+:9]([O-:13])=[CH:8][CH:7]=[CH:6]2. The yield is 1.00. (2) The catalyst is ClCCCl.C1(C)C=CC=CC=1. The reactants are O[CH:2]([C:13]1[S:14][CH:15]=[CH:16][N:17]=1)[C:3]1[CH:12]=[CH:11][C:6]([C:7]([O:9][CH3:10])=[O:8])=[CH:5][CH:4]=1.C([SiH](CC)CC)C.FC(F)(F)C(O)=O. The yield is 0.840. The product is [S:14]1[CH:15]=[CH:16][N:17]=[C:13]1[CH2:2][C:3]1[CH:12]=[CH:11][C:6]([C:7]([O:9][CH3:10])=[O:8])=[CH:5][CH:4]=1.